Task: Regression. Given a peptide amino acid sequence and an MHC pseudo amino acid sequence, predict their binding affinity value. This is MHC class I binding data.. Dataset: Peptide-MHC class I binding affinity with 185,985 pairs from IEDB/IMGT (1) The peptide sequence is RARKRGITL. The MHC is HLA-A69:01 with pseudo-sequence HLA-A69:01. The binding affinity (normalized) is 0.195. (2) The peptide sequence is RARKRGITL. The MHC is HLA-A02:06 with pseudo-sequence HLA-A02:06. The binding affinity (normalized) is 0.434. (3) The peptide sequence is TLELNMETL. The MHC is HLA-B46:01 with pseudo-sequence HLA-B46:01. The binding affinity (normalized) is 0.0847.